This data is from Full USPTO retrosynthesis dataset with 1.9M reactions from patents (1976-2016). The task is: Predict the reactants needed to synthesize the given product. (1) Given the product [NH2:39][CH2:38][C:36]1([CH2:40][NH:41][C:9]2[C:18]3[C:13](=[CH:14][CH:15]=[C:16]([C:19]([OH:21])=[O:20])[CH:17]=3)[N:12]=[C:11]([N:22]3[CH2:28][C:27]4[CH:29]=[CH:30][CH:31]=[CH:32][C:26]=4[S:25](=[O:33])[CH2:24][CH2:23]3)[N:10]=2)[CH2:37][O:34][CH2:35]1, predict the reactants needed to synthesize it. The reactants are: C(O[C:9]1[C:18]2[C:13](=[CH:14][CH:15]=[C:16]([C:19]([OH:21])=[O:20])[CH:17]=2)[N:12]=[C:11]([N:22]2[CH2:28][C:27]3[CH:29]=[CH:30][CH:31]=[CH:32][C:26]=3[S:25](=[O:33])[CH2:24][CH2:23]2)[N:10]=1)C1C=CC=CC=1.[O:34]1[CH2:37][C:36]([CH2:40][NH2:41])([CH2:38][NH2:39])[CH2:35]1. (2) Given the product [C:16]1([O:4][C:3](=[O:5])[C:2]([F:15])([F:1])[CH:6]([O:9][C:10](=[O:14])[C:11]([CH3:13])=[CH2:12])[CH2:7][CH3:8])[CH:21]=[CH:20][CH:19]=[CH:18][CH:17]=1, predict the reactants needed to synthesize it. The reactants are: [F:1][C:2]([F:15])([CH:6]([O:9][C:10](=[O:14])[C:11]([CH3:13])=[CH2:12])[CH2:7][CH3:8])[C:3]([OH:5])=[O:4].[CH:16]1(N=C=N[CH:16]2[CH2:21][CH2:20][CH2:19][CH2:18][CH2:17]2)[CH2:21][CH2:20][CH2:19][CH2:18][CH2:17]1.C1(O)C=CC=CC=1.Cl. (3) Given the product [NH2:1][C:4]1[CH:9]=[N:8][C:7]([NH:10][CH2:11][CH2:12][C@H:13]2[CH2:15][C@@H:14]2[CH:16]2[CH2:21][CH2:20][N:19]([C:22]([O:24][C:25]([CH3:28])([CH3:27])[CH3:26])=[O:23])[CH2:18][CH2:17]2)=[N:6][CH:5]=1, predict the reactants needed to synthesize it. The reactants are: [N+:1]([C:4]1[CH:5]=[N:6][C:7]([NH:10][CH2:11][CH2:12][C@H:13]2[CH2:15][C@@H:14]2[CH:16]2[CH2:21][CH2:20][N:19]([C:22]([O:24][C:25]([CH3:28])([CH3:27])[CH3:26])=[O:23])[CH2:18][CH2:17]2)=[N:8][CH:9]=1)([O-])=O.